This data is from Full USPTO retrosynthesis dataset with 1.9M reactions from patents (1976-2016). The task is: Predict the reactants needed to synthesize the given product. Given the product [N:14]1[CH:15]=[CH:16][CH:17]=[CH:18][C:13]=1[C:6]1[CH:7]=[CH:8][C:3]([CH:1]=[O:2])=[CH:4][CH:5]=1, predict the reactants needed to synthesize it. The reactants are: [CH:1]([C:3]1[CH:8]=[CH:7][C:6](B(O)O)=[CH:5][CH:4]=1)=[O:2].Br[C:13]1[CH:18]=[CH:17][CH:16]=[CH:15][N:14]=1.C(O)C.C([O-])([O-])=O.[Na+].[Na+].